Dataset: NCI-60 drug combinations with 297,098 pairs across 59 cell lines. Task: Regression. Given two drug SMILES strings and cell line genomic features, predict the synergy score measuring deviation from expected non-interaction effect. (1) Drug 1: CC=C1C(=O)NC(C(=O)OC2CC(=O)NC(C(=O)NC(CSSCCC=C2)C(=O)N1)C(C)C)C(C)C. Drug 2: CCN(CC)CCNC(=O)C1=C(NC(=C1C)C=C2C3=C(C=CC(=C3)F)NC2=O)C. Cell line: PC-3. Synergy scores: CSS=49.7, Synergy_ZIP=-2.06, Synergy_Bliss=-0.404, Synergy_Loewe=-5.86, Synergy_HSA=1.79. (2) Drug 1: CC12CCC3C(C1CCC2=O)CC(=C)C4=CC(=O)C=CC34C. Drug 2: CC(C)CN1C=NC2=C1C3=CC=CC=C3N=C2N. Cell line: HCT-15. Synergy scores: CSS=35.3, Synergy_ZIP=0.965, Synergy_Bliss=-0.701, Synergy_Loewe=-0.890, Synergy_HSA=-1.15. (3) Drug 1: CN1CCC(CC1)COC2=C(C=C3C(=C2)N=CN=C3NC4=C(C=C(C=C4)Br)F)OC. Drug 2: CNC(=O)C1=CC=CC=C1SC2=CC3=C(C=C2)C(=NN3)C=CC4=CC=CC=N4. Cell line: OVCAR3. Synergy scores: CSS=11.8, Synergy_ZIP=-1.08, Synergy_Bliss=3.35, Synergy_Loewe=-6.22, Synergy_HSA=0.546. (4) Drug 1: C1C(C(OC1N2C=NC3=C(N=C(N=C32)Cl)N)CO)O. Drug 2: CC1=C(C=C(C=C1)C(=O)NC2=CC(=CC(=C2)C(F)(F)F)N3C=C(N=C3)C)NC4=NC=CC(=N4)C5=CN=CC=C5. Cell line: M14. Synergy scores: CSS=2.89, Synergy_ZIP=0.265, Synergy_Bliss=2.17, Synergy_Loewe=0.614, Synergy_HSA=0.696. (5) Drug 1: CC1=C(C(CCC1)(C)C)C=CC(=CC=CC(=CC(=O)O)C)C. Drug 2: CC1=C2C(C(=O)C3(C(CC4C(C3C(C(C2(C)C)(CC1OC(=O)C(C(C5=CC=CC=C5)NC(=O)C6=CC=CC=C6)O)O)OC(=O)C7=CC=CC=C7)(CO4)OC(=O)C)O)C)OC(=O)C. Cell line: SR. Synergy scores: CSS=34.7, Synergy_ZIP=19.4, Synergy_Bliss=20.3, Synergy_Loewe=-18.8, Synergy_HSA=19.0. (6) Drug 1: CC1=C(C(CCC1)(C)C)C=CC(=CC=CC(=CC(=O)O)C)C. Drug 2: CC1=C(N=C(N=C1N)C(CC(=O)N)NCC(C(=O)N)N)C(=O)NC(C(C2=CN=CN2)OC3C(C(C(C(O3)CO)O)O)OC4C(C(C(C(O4)CO)O)OC(=O)N)O)C(=O)NC(C)C(C(C)C(=O)NC(C(C)O)C(=O)NCCC5=NC(=CS5)C6=NC(=CS6)C(=O)NCCC[S+](C)C)O. Cell line: SF-539. Synergy scores: CSS=52.1, Synergy_ZIP=0.00988, Synergy_Bliss=3.66, Synergy_Loewe=-15.0, Synergy_HSA=6.42. (7) Drug 1: C1=CC(=CC=C1CCC2=CNC3=C2C(=O)NC(=N3)N)C(=O)NC(CCC(=O)O)C(=O)O. Drug 2: CC1=C(N=C(N=C1N)C(CC(=O)N)NCC(C(=O)N)N)C(=O)NC(C(C2=CN=CN2)OC3C(C(C(C(O3)CO)O)O)OC4C(C(C(C(O4)CO)O)OC(=O)N)O)C(=O)NC(C)C(C(C)C(=O)NC(C(C)O)C(=O)NCCC5=NC(=CS5)C6=NC(=CS6)C(=O)NCCC[S+](C)C)O. Cell line: NCIH23. Synergy scores: CSS=15.8, Synergy_ZIP=-1.54, Synergy_Bliss=2.48, Synergy_Loewe=-7.66, Synergy_HSA=3.19. (8) Drug 1: CS(=O)(=O)C1=CC(=C(C=C1)C(=O)NC2=CC(=C(C=C2)Cl)C3=CC=CC=N3)Cl. Drug 2: C(=O)(N)NO. Cell line: SK-MEL-28. Synergy scores: CSS=-6.56, Synergy_ZIP=2.28, Synergy_Bliss=0.371, Synergy_Loewe=-7.16, Synergy_HSA=-6.53. (9) Drug 1: CN1CCC(CC1)COC2=C(C=C3C(=C2)N=CN=C3NC4=C(C=C(C=C4)Br)F)OC. Drug 2: C1CN1P(=S)(N2CC2)N3CC3. Cell line: MCF7. Synergy scores: CSS=21.0, Synergy_ZIP=-2.05, Synergy_Bliss=3.55, Synergy_Loewe=4.21, Synergy_HSA=5.09.